Dataset: Full USPTO retrosynthesis dataset with 1.9M reactions from patents (1976-2016). Task: Predict the reactants needed to synthesize the given product. Given the product [CH3:45][C:46]1[CH:47]=[C:48]([CH2:53][NH:54][C:13]([C:11]2[C:10]3[C:5](=[CH:6][C:7]([O:18][CH3:19])=[C:8]([O:16][CH3:17])[CH:9]=3)[C:4](=[O:20])[N:3]([CH2:1][CH3:2])[CH:12]=2)=[O:15])[CH:49]=[CH:50][C:51]=1[CH3:52], predict the reactants needed to synthesize it. The reactants are: [CH2:1]([N:3]1[CH:12]=[C:11]([C:13]([OH:15])=O)[C:10]2[C:5](=[CH:6][C:7]([O:18][CH3:19])=[C:8]([O:16][CH3:17])[CH:9]=2)[C:4]1=[O:20])[CH3:2].CN(C(ON1N=NC2C=CC=NC1=2)=[N+](C)C)C.F[P-](F)(F)(F)(F)F.[CH3:45][C:46]1[CH:47]=[C:48]([CH2:53][NH2:54])[CH:49]=[CH:50][C:51]=1[CH3:52].C(N(CC)CC)C.